From a dataset of Full USPTO retrosynthesis dataset with 1.9M reactions from patents (1976-2016). Predict the reactants needed to synthesize the given product. Given the product [C:1]1([C:7]2[C:12]([NH:13][C:54]([C:43]3[N:44]([CH2:46][O:47][CH2:48][CH2:49][Si:50]([CH3:53])([CH3:52])[CH3:51])[CH:45]=[C:41]([C:39]#[N:40])[N:42]=3)=[O:55])=[CH:11][CH:10]=[CH:9][N:8]=2)[CH2:6][CH2:5][CH2:4][CH2:3][CH:2]=1, predict the reactants needed to synthesize it. The reactants are: [C:1]1([C:7]2[C:12]([NH2:13])=[CH:11][CH:10]=[CH:9][N:8]=2)[CH2:6][CH2:5][CH2:4][CH2:3][CH:2]=1.C1CN([P+](Br)(N2CCCC2)N2CCCC2)CC1.F[P-](F)(F)(F)(F)F.[K+].[C:39]([C:41]1[N:42]=[C:43]([C:54]([O-])=[O:55])[N:44]([CH2:46][O:47][CH2:48][CH2:49][Si:50]([CH3:53])([CH3:52])[CH3:51])[CH:45]=1)#[N:40].CCN(C(C)C)C(C)C.